From a dataset of M1 muscarinic receptor antagonist screen with 61,756 compounds. Binary Classification. Given a drug SMILES string, predict its activity (active/inactive) in a high-throughput screening assay against a specified biological target. (1) The molecule is Fc1cc2nnn(C3CCN(CC3)Cc3ccccc3)c2cc1. The result is 0 (inactive). (2) The compound is O(C(=O)c1nnn(c1CN1CCc2c(C1)cccc2)c1nonc1N)C(C)C. The result is 0 (inactive). (3) The compound is S(=O)(=O)(Nc1sccn1)c1ccc(NC(=O)c2c(oc(c2)C)C)cc1. The result is 0 (inactive). (4) The compound is S(=O)(=O)(NC1CCCCC1)c1ccc(OCC(=O)Nc2cc3OCCOc3cc2)cc1. The result is 0 (inactive).